From a dataset of Forward reaction prediction with 1.9M reactions from USPTO patents (1976-2016). Predict the product of the given reaction. (1) Given the reactants [OH:1][C:2]([CH3:35])([CH3:34])[CH2:3][C@@:4]1([C:28]2[CH:33]=[CH:32][CH:31]=[CH:30][CH:29]=2)[O:9][C:8](=[O:10])[N:7]([C@H:11]([C:13]2[CH:18]=[CH:17][C:16](B3OC(C)(C)C(C)(C)O3)=[CH:15][CH:14]=2)[CH3:12])[CH2:6][CH2:5]1.Br[C:37]1[CH:38]=[N:39][C:40]([C:43]([NH:45][C:46]([CH3:49])([CH3:48])[CH3:47])=[O:44])=[N:41][CH:42]=1, predict the reaction product. The product is: [C:46]([NH:45][C:43]([C:40]1[N:39]=[CH:38][C:37]([C:16]2[CH:15]=[CH:14][C:13]([C@@H:11]([N:7]3[CH2:6][CH2:5][C@:4]([CH2:3][C:2]([OH:1])([CH3:34])[CH3:35])([C:28]4[CH:33]=[CH:32][CH:31]=[CH:30][CH:29]=4)[O:9][C:8]3=[O:10])[CH3:12])=[CH:18][CH:17]=2)=[CH:42][N:41]=1)=[O:44])([CH3:49])([CH3:48])[CH3:47]. (2) Given the reactants [Br:1][C:2]1[CH:10]=[CH:9][CH:8]=[CH:7][C:3]=1[C:4](Cl)=[O:5].[Cl-].[NH4+].O1[CH2:17][CH2:16][CH2:15][CH2:14]1, predict the reaction product. The product is: [Br:1][C:2]1[CH:10]=[CH:9][CH:8]=[CH:7][C:3]=1[C:4](=[O:5])[CH2:14][CH2:15][CH2:16][CH2:17][CH2:10][CH2:2][CH2:3][CH3:4]. (3) Given the reactants Cl[C:2]1[CH:16]=[CH:15][C:5]2[C:6](=[O:14])[NH:7][C:8]3[C:13]([C:4]=2[CH:3]=1)=[CH:12][CH:11]=[CH:10][N:9]=3.CO[C:19]1[CH:26]=[CH:25][CH:24]=[CH:23][C:20]=1[CH2:21][NH2:22].C1(P(C2CCCCC2)C2C=CC=CC=2C2C(C(C)C)=CC(C(C)C)=CC=2C(C)C)CCCCC1.C[C:62](C)([O-:64])C.[Na+], predict the reaction product. The product is: [CH3:62][O:64][C:25]1[CH:26]=[CH:19][C:20]([CH2:21][NH:22][C:2]2[CH:16]=[CH:15][C:5]3[C:6](=[O:14])[NH:7][C:8]4[C:13]([C:4]=3[CH:3]=2)=[CH:12][CH:11]=[CH:10][N:9]=4)=[CH:23][CH:24]=1. (4) Given the reactants [SH:1][C:2]1[S:3][C:4]2[CH2:14][CH2:13][C:12]3[C:7](=[CH:8][CH:9]=[CH:10][C:11]=3[O:15][CH2:16][C:17]([O:19]CC)=[O:18])[C:5]=2[N:6]=1.[C:22]1([C:28]2[CH:35]=[CH:34][C:31]([CH2:32]Br)=[CH:30][CH:29]=2)[CH:27]=[CH:26][CH:25]=[CH:24][CH:23]=1, predict the reaction product. The product is: [C:22]1([C:28]2[CH:29]=[CH:30][C:31]([CH2:32][S:1][C:2]3[S:3][C:4]4[CH2:14][CH2:13][C:12]5[C:7](=[CH:8][CH:9]=[CH:10][C:11]=5[O:15][CH2:16][C:17]([OH:19])=[O:18])[C:5]=4[N:6]=3)=[CH:34][CH:35]=2)[CH:23]=[CH:24][CH:25]=[CH:26][CH:27]=1. (5) The product is: [NH2:14][C:13]1[C:8]2[N:7]([C:1]3[CH:6]=[CH:5][CH:4]=[CH:3][CH:2]=3)[CH:25]=[N:19][C:9]=2[CH:10]=[C:11]([C:17]#[N:18])[CH:12]=1. Given the reactants [C:1]1([NH:7][C:8]2[C:13]([N+:14]([O-])=O)=[CH:12][C:11]([C:17]#[N:18])=[CH:10][C:9]=2[N+:19]([O-])=O)[CH:6]=[CH:5][CH:4]=[CH:3][CH:2]=1.Cl[Sn]Cl.[CH2:25](O)C.C(=O)([O-])[O-].[Na+].[Na+], predict the reaction product. (6) Given the reactants [OH:1][CH2:2][CH:3]1[O:7][C:6](=[O:8])[N:5]([CH:9]([CH3:11])C)[CH2:4]1.[CH3:12][O:13][C:14]1[CH:21]=[CH:20]C(CN)=[CH:16][CH:15]=1.C(N)(C)C, predict the reaction product. The product is: [OH:1][CH2:2][CH:3]1[O:7][C:6](=[O:8])[N:5]([CH2:9][C:11]2[CH:20]=[CH:21][C:14]([O:13][CH3:12])=[CH:15][CH:16]=2)[CH2:4]1. (7) Given the reactants [O:1]([C:8]1[CH:13]=[CH:12][C:11]([CH3:14])=[C:10]([N+:15]([O-])=O)[CH:9]=1)[C:2]1[CH:7]=[CH:6][CH:5]=[CH:4][CH:3]=1.[CH3:18]N(C=O)C, predict the reaction product. The product is: [O:1]([C:8]1[CH:9]=[C:10]2[C:11]([CH:14]=[CH:18][NH:15]2)=[CH:12][CH:13]=1)[C:2]1[CH:7]=[CH:6][CH:5]=[CH:4][CH:3]=1. (8) Given the reactants Br[C:2]1[C:3]2[N:4]([N:18]=[CH:19][N:20]=2)[CH:5]=[C:6]([C:8]2[CH:17]=[CH:16][C:11]([C:12]([O:14][CH3:15])=[O:13])=[CH:10][CH:9]=2)[CH:7]=1.[CH3:21][CH:22]1[CH2:26][CH2:25][CH2:24][N:23]1[C:27]1[N:32]=[C:31]([NH2:33])[CH:30]=[CH:29][CH:28]=1.C1C=CC(P(C2C(C3C(P(C4C=CC=CC=4)C4C=CC=CC=4)=CC=C4C=3C=CC=C4)=C3C(C=CC=C3)=CC=2)C2C=CC=CC=2)=CC=1.C([O-])([O-])=O.[Cs+].[Cs+], predict the reaction product. The product is: [CH3:21][CH:22]1[CH2:26][CH2:25][CH2:24][N:23]1[C:27]1[N:32]=[C:31]([NH:33][C:2]2[C:3]3[N:4]([N:18]=[CH:19][N:20]=3)[CH:5]=[C:6]([C:8]3[CH:17]=[CH:16][C:11]([C:12]([O:14][CH3:15])=[O:13])=[CH:10][CH:9]=3)[CH:7]=2)[CH:30]=[CH:29][CH:28]=1. (9) The product is: [CH3:22][O:23][C:24]1[CH:29]=[C:28]([C:2]2[C:3]([CH:8]3[CH2:11][N:10]([C:12]4[CH:21]=[CH:20][C:19]5[C:14](=[CH:15][CH:16]=[CH:17][CH:18]=5)[N:13]=4)[CH2:9]3)=[N:4][CH:5]=[CH:6][CH:7]=2)[CH:27]=[CH:26][CH:25]=1. Given the reactants Br[C:2]1[C:3]([CH:8]2[CH2:11][N:10]([C:12]3[CH:21]=[CH:20][C:19]4[C:14](=[CH:15][CH:16]=[CH:17][CH:18]=4)[N:13]=3)[CH2:9]2)=[N:4][CH:5]=[CH:6][CH:7]=1.[CH3:22][O:23][C:24]1[CH:25]=[C:26](B(O)O)[CH:27]=[CH:28][CH:29]=1.[O-]P([O-])([O-])=O.[K+].[K+].[K+], predict the reaction product.